Dataset: Reaction yield outcomes from USPTO patents with 853,638 reactions. Task: Predict the reaction yield, written as a fraction of the theoretical maximum amount of product (1.0 means a 100% yield; for example, 0.34 means a 34% yield). (1) The reactants are FC(F)(F)C(O)=O.[CH3:8][O:9][C:10]1[CH:15]=[CH:14][C:13]([C:16]2[C:24]3[C:19](=[CH:20][C:21]([N:25]4[CH2:30][CH2:29][N:28](C(OC(C)(C)C)=O)[CH2:27][CH2:26]4)=[CH:22][CH:23]=3)[N:18]([C:38]3[CH:43]=[CH:42][N:41]=[CH:40][CH:39]=3)[CH:17]=2)=[CH:12][CH:11]=1. The catalyst is C(Cl)Cl. The product is [CH3:8][O:9][C:10]1[CH:11]=[CH:12][C:13]([C:16]2[C:24]3[C:19](=[CH:20][C:21]([N:25]4[CH2:26][CH2:27][NH:28][CH2:29][CH2:30]4)=[CH:22][CH:23]=3)[N:18]([C:38]3[CH:43]=[CH:42][N:41]=[CH:40][CH:39]=3)[CH:17]=2)=[CH:14][CH:15]=1. The yield is 0.640. (2) The reactants are [C:1]([O:5][C:6](=[O:20])[NH:7][C@@H:8]([CH2:11][O:12][Si:13]([C:16]([CH3:19])([CH3:18])[CH3:17])([CH3:15])[CH3:14])[CH2:9][OH:10])([CH3:4])([CH3:3])[CH3:2].C([O:23][CH2:24][CH3:25])=C.[I:26]N1C(=O)CCC1=O.[Cl-].[Na+].[C:36](#N)[CH3:37]. No catalyst specified. The product is [C:1]([O:5][C:6](=[O:20])[NH:7][C@@H:8]([CH:9]([O:23][CH2:24][CH2:25][I:26])[O:10][CH2:36][CH3:37])[CH2:11][O:12][Si:13]([C:16]([CH3:19])([CH3:18])[CH3:17])([CH3:14])[CH3:15])([CH3:4])([CH3:2])[CH3:3]. The yield is 0.340. (3) The reactants are [CH3:1][C:2]1[CH:3]=[CH:4][C:5]([N+:9]([O-:11])=[O:10])=[C:6]([CH:8]=1)[NH2:7].O[CH2:13][CH:14]([CH2:16]O)O.[Na+].[N+](C1C=C(S([O-])(=O)=O)C=CC=1)([O-])=O.OS(O)(=O)=O.O. No catalyst specified. The product is [CH3:1][C:2]1[CH:3]=[CH:4][C:5]([N+:9]([O-:11])=[O:10])=[C:6]2[C:8]=1[CH:13]=[CH:14][CH:16]=[N:7]2. The yield is 0.770.